Dataset: Reaction yield outcomes from USPTO patents with 853,638 reactions. Task: Predict the reaction yield, written as a fraction of the theoretical maximum amount of product (1.0 means a 100% yield; for example, 0.34 means a 34% yield). (1) The reactants are [N+](C1C=CC(COC([N:12]2[CH2:16][CH2:15][C@H:14]([NH:17][C:18]([C:20]3[N:21]=[C:22]([N:25]4[CH2:28][CH:27]([S:29][C:30]5[C@H:31]([CH3:54])[C@@H:32]6[C@@H:49]([C@H:50]([OH:52])[CH3:51])[C:48](=[O:53])[N:33]6[C:34]=5[C:35]([O:37]CC5C=CC([N+]([O-])=O)=CC=5)=[O:36])[CH2:26]4)[O:23][CH:24]=3)=[O:19])[CH2:13]2)=O)=CC=1)([O-])=O. The catalyst is O1CCCC1. The product is [NH:12]1[CH2:16][CH2:15][C@H:14]([NH:17][C:18]([C:20]2[N:21]=[C:22]([N:25]3[CH2:28][CH:27]([S:29][C:30]4[C@H:31]([CH3:54])[C@@H:32]5[C@@H:49]([C@H:50]([OH:52])[CH3:51])[C:48](=[O:53])[N:33]5[C:34]=4[C:35]([OH:37])=[O:36])[CH2:26]3)[O:23][CH:24]=2)=[O:19])[CH2:13]1. The yield is 0.330. (2) No catalyst specified. The reactants are [F:1][C:2]([F:21])([F:20])[C:3]1[CH:8]=[CH:7][CH:6]=[CH:5][C:4]=1[C:9]1[O:10][C:11](=[O:19])[C:12]2[CH:18]=[CH:17][CH:16]=[N:15][C:13]=2[N:14]=1.[OH-].[NH4+:23]. The product is [F:1][C:2]([F:21])([F:20])[C:3]1[CH:8]=[CH:7][CH:6]=[CH:5][C:4]=1[C:9]([NH:14][C:13]1[N:15]=[CH:16][CH:17]=[CH:18][C:12]=1[C:11]([NH2:23])=[O:19])=[O:10]. The yield is 0.330. (3) The yield is 0.854. The product is [C:1]([O:4][CH:5]1[CH2:6][N:7]([C:12]([O:14][CH2:15][CH3:16])=[O:13])[CH2:8][CH:9]=[CH:10]1)(=[O:3])[CH3:2]. The reactants are [C:1]([O:4][CH:5]1[CH:10](Br)[CH2:9][CH2:8][N:7]([C:12]([O:14][CH2:15][CH3:16])=[O:13])[CH2:6]1)(=[O:3])[CH3:2].C1CCN2C(=NCCC2)CC1. The catalyst is C1(C)C=CC=CC=1. (4) The reactants are O[CH:2]1[C:10]2[C:5](=[CH:6][CH:7]=[CH:8][CH:9]=2)[C:4](=[O:11])[N:3]1[CH2:12][C:13]1[S:14][CH:15]=[CH:16][CH:17]=1.[C:18]([OH:22])(=[O:21])[CH2:19][SH:20]. The catalyst is C(O)(=O)C. The product is [O:11]=[C:4]1[C:5]2[C:10](=[CH:9][CH:8]=[CH:7][CH:6]=2)[CH:2]([S:20][CH2:19][C:18]([OH:22])=[O:21])[N:3]1[CH2:12][C:13]1[S:14][CH:15]=[CH:16][CH:17]=1. The yield is 0.830. (5) The product is [CH2:10]([O:8][C:5]1[CH:6]=[CH:7][C:2]([I:1])=[CH:3][C:4]=1[CH3:9])[C:11]1[CH:16]=[CH:15][CH:14]=[CH:13][CH:12]=1. The yield is 0.710. The reactants are [I:1][C:2]1[CH:7]=[CH:6][C:5]([OH:8])=[C:4]([CH3:9])[CH:3]=1.[CH2:10](Br)[C:11]1[CH:16]=[CH:15][CH:14]=[CH:13][CH:12]=1.C([O-])([O-])=O.[K+].[K+]. The catalyst is CN(C=O)C. (6) The reactants are [N:1]([O-])=O.[Na+].[NH2:5][C:6]1[C:7]([NH:32][CH:33]2[CH2:38][CH2:37][N:36]([C:39]([O:41][C:42]([CH3:45])([CH3:44])[CH3:43])=[O:40])[CH2:35][CH2:34]2)=[N:8][C:9]([N:18]2[C:22]3[CH:23]=[CH:24][CH:25]=[C:26]([O:27][CH3:28])[C:21]=3[N:20]=[C:19]2[CH:29]([F:31])[F:30])=[N:10][C:11]=1[N:12]1[CH2:17][CH2:16][O:15][CH2:14][CH2:13]1. The catalyst is CC(O)=O.O.O. The product is [F:31][CH:29]([F:30])[C:19]1[N:18]([C:9]2[N:10]=[C:11]([N:12]3[CH2:13][CH2:14][O:15][CH2:16][CH2:17]3)[C:6]3[N:5]=[N:1][N:32]([CH:33]4[CH2:38][CH2:37][N:36]([C:39]([O:41][C:42]([CH3:45])([CH3:44])[CH3:43])=[O:40])[CH2:35][CH2:34]4)[C:7]=3[N:8]=2)[C:22]2[CH:23]=[CH:24][CH:25]=[C:26]([O:27][CH3:28])[C:21]=2[N:20]=1. The yield is 0.750.